The task is: Predict which catalyst facilitates the given reaction.. This data is from Catalyst prediction with 721,799 reactions and 888 catalyst types from USPTO. (1) Reactant: [Br:1][C:2]1[CH:3]=[CH:4][C:5]([Cl:16])=[C:6]([CH:15]=1)[CH2:7][C:8]1[CH:13]=[CH:12][C:11]([OH:14])=[CH:10][CH:9]=1.C(=O)([O-])[O-].[Cs+].[Cs+].Br[CH2:24][C:25]([O:27][CH2:28][CH3:29])=[O:26]. Product: [Br:1][C:2]1[CH:3]=[CH:4][C:5]([Cl:16])=[C:6]([CH:15]=1)[CH2:7][C:8]1[CH:13]=[CH:12][C:11]([O:14][CH2:24][C:25]([O:27][CH2:28][CH3:29])=[O:26])=[CH:10][CH:9]=1. The catalyst class is: 35. (2) Reactant: Cl[C:2]1[C:11]2[C:6](=[CH:7][CH:8]=[CH:9][CH:10]=2)[N:5]=[CH:4][C:3]=1[N+:12]([O-:14])=[O:13].C(N(CC)CC)C.[NH2:22][CH2:23][CH2:24][O:25][CH2:26][CH2:27][N:28]([CH3:36])[C:29](=[O:35])[O:30][C:31]([CH3:34])([CH3:33])[CH3:32]. Product: [CH3:36][N:28]([CH2:27][CH2:26][O:25][CH2:24][CH2:23][NH:22][C:2]1[C:11]2[C:6](=[CH:7][CH:8]=[CH:9][CH:10]=2)[N:5]=[CH:4][C:3]=1[N+:12]([O-:14])=[O:13])[C:29](=[O:35])[O:30][C:31]([CH3:34])([CH3:32])[CH3:33]. The catalyst class is: 2. (3) Reactant: [Br:1][C:2]1[CH:3]=[C:4]([CH:7]=[CH:8][CH:9]=1)[CH:5]=[O:6].[BH4-].[Na+]. Product: [Br:1][C:2]1[CH:3]=[C:4]([CH2:5][OH:6])[CH:7]=[CH:8][CH:9]=1. The catalyst class is: 14. (4) Reactant: [O:1]1[CH2:6][CH2:5][N:4]([CH2:7][C:8]([OH:10])=O)[CH2:3][CH2:2]1.CN(C(ON1N=NC2C=CC=NC1=2)=[N+](C)C)C.F[P-](F)(F)(F)(F)F.[NH2:35][C:36]1[CH:37]=[C:38]([C:43]2[CH:44]=[C:45]3[C:50](=[CH:51][CH:52]=2)[N:49]=[CH:48][N:47]=[C:46]3[NH2:53])[CH:39]=[C:40]([F:42])[CH:41]=1. Product: [NH2:53][C:46]1[C:45]2[C:50](=[CH:51][CH:52]=[C:43]([C:38]3[CH:37]=[C:36]([NH:35][C:8](=[O:10])[CH2:7][N:4]4[CH2:3][CH2:2][O:1][CH2:6][CH2:5]4)[CH:41]=[C:40]([F:42])[CH:39]=3)[CH:44]=2)[N:49]=[CH:48][N:47]=1. The catalyst class is: 2.